Predict the product of the given reaction. From a dataset of Forward reaction prediction with 1.9M reactions from USPTO patents (1976-2016). (1) Given the reactants [CH3:1][C:2]1[O:6][C:5]([C:7]2[CH:12]=[CH:11][CH:10]=[CH:9][CH:8]=2)=[N:4][C:3]=1[CH2:13][O:14][C:15]1[CH:33]=[CH:32][C:18]([CH2:19][O:20][C:21]2[CH:26]=[CH:25][C:24]([CH2:27][C:28]([O:30]C)=[O:29])=[CH:23][CH:22]=2)=[CH:17][CH:16]=1.O1CCCC1.[OH-].[Na+].Cl, predict the reaction product. The product is: [CH3:1][C:2]1[O:6][C:5]([C:7]2[CH:8]=[CH:9][CH:10]=[CH:11][CH:12]=2)=[N:4][C:3]=1[CH2:13][O:14][C:15]1[CH:33]=[CH:32][C:18]([CH2:19][O:20][C:21]2[CH:22]=[CH:23][C:24]([CH2:27][C:28]([OH:30])=[O:29])=[CH:25][CH:26]=2)=[CH:17][CH:16]=1. (2) Given the reactants [NH2:1][C:2]1[CH:3]=[C:4]([S:10]([NH2:13])(=[O:12])=[O:11])[CH:5]=[CH:6][C:7]=1[O:8][CH3:9].NC1C=C(C=CC=1OC)C#N.CC1C=CC(C(N)=O)=CC=1N[C:36](N)=[S:37], predict the reaction product. The product is: [N:1]([C:2]1[CH:3]=[C:4]([S:10]([NH2:13])(=[O:11])=[O:12])[CH:5]=[CH:6][C:7]=1[O:8][CH3:9])=[C:36]=[S:37]. (3) Given the reactants Br[C:2]1[N:7]=[CH:6][C:5]([NH:8][C:9]([CH:11]2[CH2:16][CH2:15][N:14]([C:17]([O:19][C:20]([CH3:23])([CH3:22])[CH3:21])=[O:18])[CH2:13][CH2:12]2)=[O:10])=[CH:4][CH:3]=1.[CH3:24][S:25]([C:28]1[CH:33]=[CH:32][C:31](B(O)O)=[CH:30][CH:29]=1)(=[O:27])=[O:26].C([O-])([O-])=O.[Na+].[Na+], predict the reaction product. The product is: [CH3:24][S:25]([C:28]1[CH:33]=[CH:32][C:31]([C:2]2[N:7]=[CH:6][C:5]([NH:8][C:9]([CH:11]3[CH2:16][CH2:15][N:14]([C:17]([O:19][C:20]([CH3:23])([CH3:22])[CH3:21])=[O:18])[CH2:13][CH2:12]3)=[O:10])=[CH:4][CH:3]=2)=[CH:30][CH:29]=1)(=[O:27])=[O:26]. (4) Given the reactants F[C:2]1[N:7]2[CH:8]=[C:9]([CH2:11][N:12]([CH3:23])[CH:13]3[C:18]4=[N:19][CH:20]=[CH:21][CH:22]=[C:17]4[O:16][CH2:15][CH2:14]3)[N:10]=[C:6]2[CH:5]=[CH:4][CH:3]=1.C([N:31]1[CH2:36][CH2:35][NH:34][CH2:33][CH2:32]1)(OC(C)(C)C)=O.CN1CCCC1=O.ClCCl, predict the reaction product. The product is: [CH3:23][N:12]([CH2:11][C:9]1[N:10]=[C:6]2[CH:5]=[CH:4][CH:3]=[C:2]([N:31]3[CH2:36][CH2:35][NH:34][CH2:33][CH2:32]3)[N:7]2[CH:8]=1)[CH:13]1[C:18]2=[N:19][CH:20]=[CH:21][CH:22]=[C:17]2[O:16][CH2:15][CH2:14]1. (5) Given the reactants [C:1]([N:3]=[C:4]([N:16]1[CH2:21][CH2:20][N:19]([C:22]([NH:24][C:25]2[CH:30]=[CH:29][CH:28]=[C:27]([F:31])[CH:26]=2)=[O:23])[CH2:18][CH:17]1[CH:32]([CH3:34])[CH3:33])[NH:5][C:6]1[CH:11]=[CH:10][CH:9]=[C:8]([N+:12]([O-])=O)[C:7]=1[CH3:15])#[N:2], predict the reaction product. The product is: [NH2:12][C:8]1[C:7]([CH3:15])=[C:6]([NH:5][C:4]([N:16]2[CH2:21][CH2:20][N:19]([C:22]([NH:24][C:25]3[CH:30]=[CH:29][CH:28]=[C:27]([F:31])[CH:26]=3)=[O:23])[CH2:18][CH:17]2[CH:32]([CH3:33])[CH3:34])=[N:3][C:1]#[N:2])[CH:11]=[CH:10][CH:9]=1. (6) The product is: [CH3:11][O:12][CH:13]=[C:5]1[C:6](=[O:8])[O:7][C:2]([CH3:10])([CH3:1])[O:3][C:4]1=[O:9]. Given the reactants [CH3:1][C:2]1([CH3:10])[O:7][C:6](=[O:8])[CH2:5][C:4](=[O:9])[O:3]1.[CH3:11][O:12][CH:13](OC)OC, predict the reaction product. (7) Given the reactants N1C2C(=CC=CC=2)C(=O)C1=O.[Br:12][C:13]1[CH:21]=[CH:20][CH:19]=[C:18]2[C:14]=1[C:15](=[O:23])[C:16](=[O:22])[NH:17]2.BrCCC1CC1.Br[CH2:31][C:32]([O:34][CH2:35][CH3:36])=[O:33], predict the reaction product. The product is: [CH2:35]([O:34][C:32](=[O:33])[CH2:31][N:17]1[C:18]2[C:14](=[C:13]([Br:12])[CH:21]=[CH:20][CH:19]=2)[C:15](=[O:23])[C:16]1=[O:22])[CH3:36]. (8) Given the reactants C(OC1C=CC(C[O:11][NH:12][C:13]([CH:15]2[C:24]3[C:19](=[CH:20][CH:21]=[CH:22][CH:23]=3)[C:18](=[O:25])[N:17]([CH:26]3[CH2:31][CH2:30][CH2:29][CH2:28][CH:27]3[NH:32][S:33]([CH3:36])(=[O:35])=[O:34])[CH:16]2[C:37]2[CH:42]=[CH:41][C:40]([Cl:43])=[CH:39][C:38]=2[Cl:44])=[O:14])=CC=1)(C)(C)C.FC(F)(F)C(O)=O, predict the reaction product. The product is: [Cl:44][C:38]1[CH:39]=[C:40]([Cl:43])[CH:41]=[CH:42][C:37]=1[CH:16]1[CH:15]([C:13]([NH:12][OH:11])=[O:14])[C:24]2[C:19](=[CH:20][CH:21]=[CH:22][CH:23]=2)[C:18](=[O:25])[N:17]1[CH:26]1[CH2:31][CH2:30][CH2:29][CH2:28][CH:27]1[NH:32][S:33]([CH3:36])(=[O:34])=[O:35].